From a dataset of Reaction yield outcomes from USPTO patents with 853,638 reactions. Predict the reaction yield, written as a fraction of the theoretical maximum amount of product (1.0 means a 100% yield; for example, 0.34 means a 34% yield). (1) The reactants are Br[C:2]1[CH:3]=[C:4]2[C:8](=[C:9]([C:11]([NH2:13])=[O:12])[CH:10]=1)[NH:7][CH:6]=[C:5]2[CH:14]1[CH2:19][CH2:18][CH2:17][S:16](=[O:21])(=[O:20])[CH2:15]1.[S:22]1[CH:26]=[CH:25][C:24](B(O)O)=[CH:23]1.C(=O)([O-])[O-].[K+].[K+]. The catalyst is O1CCOCC1.O.C1C=CC(P(C2C=CC=CC=2)[C-]2C=CC=C2)=CC=1.C1C=CC(P(C2C=CC=CC=2)[C-]2C=CC=C2)=CC=1.Cl[Pd]Cl.[Fe+2]. The product is [O:20]=[S:16]1(=[O:21])[CH2:17][CH2:18][CH2:19][CH:14]([C:5]2[C:4]3[C:8](=[C:9]([C:11]([NH2:13])=[O:12])[CH:10]=[C:2]([C:24]4[CH:25]=[CH:26][S:22][CH:23]=4)[CH:3]=3)[NH:7][CH:6]=2)[CH2:15]1. The yield is 0.540. (2) The reactants are [Si]([O:8][CH2:9][C:10]([CH3:55])([CH3:54])[CH2:11][N:12]1[C:18]2[CH:19]=[CH:20][C:21]([Cl:23])=[CH:22][C:17]=2[C@@H:16]([C:24]2[CH:29]=[CH:28][CH:27]=[C:26]([O:30][CH3:31])[C:25]=2[O:32][CH3:33])[O:15][C@H:14]([CH2:34][C:35]2[S:36][C:37]([CH:40]([CH2:46][C:47]3[CH:52]=[CH:51][CH:50]=[CH:49][CH:48]=3)[C:41]([O:43][CH2:44][CH3:45])=[O:42])=[CH:38][N:39]=2)[C:13]1=[O:53])(C(C)(C)C)(C)C.O. The catalyst is C(#N)C. The product is [Cl:23][C:21]1[CH:20]=[CH:19][C:18]2[N:12]([CH2:11][C:10]([CH3:54])([CH3:55])[CH2:9][OH:8])[C:13](=[O:53])[C@@H:14]([CH2:34][C:35]3[S:36][C:37]([CH:40]([CH2:46][C:47]4[CH:52]=[CH:51][CH:50]=[CH:49][CH:48]=4)[C:41]([O:43][CH2:44][CH3:45])=[O:42])=[CH:38][N:39]=3)[O:15][C@H:16]([C:24]3[CH:29]=[CH:28][CH:27]=[C:26]([O:30][CH3:31])[C:25]=3[O:32][CH3:33])[C:17]=2[CH:22]=1. The yield is 0.850. (3) The yield is 1.00. The catalyst is ClCCl. The reactants are [CH2:1]([O:8][C:9]([N:11]1[CH2:16][CH2:15][CH:14]([C:17]([OH:19])=O)[CH2:13][CH2:12]1)=[O:10])[C:2]1[CH:7]=[CH:6][CH:5]=[CH:4][CH:3]=1.S(Cl)(Cl)=O.CN(C=O)C.[NH2:29][C:30]1[S:31][C:32]([N:40]2[CH2:45][CH2:44][O:43][CH2:42][CH2:41]2)=[C:33]([C:35]2[O:36][CH:37]=[CH:38][CH:39]=2)[N:34]=1. The product is [CH2:1]([O:8][C:9]([N:11]1[CH2:12][CH2:13][CH:14]([C:17]([NH:29][C:30]2[S:31][C:32]([N:40]3[CH2:41][CH2:42][O:43][CH2:44][CH2:45]3)=[C:33]([C:35]3[O:36][CH:37]=[CH:38][CH:39]=3)[N:34]=2)=[O:19])[CH2:15][CH2:16]1)=[O:10])[C:2]1[CH:3]=[CH:4][CH:5]=[CH:6][CH:7]=1. (4) The reactants are [F:1][C:2]1[CH:7]=[CH:6][CH:5]=[C:4]([F:8])[C:3]=1[N:9]1[C:14]2[N:15]=[C:16](S(C)(=O)=O)[N:17]=[C:18]([C:19]3[CH:20]=[C:21]([CH:28]=[CH:29][C:30]=3[CH3:31])[C:22]([NH:24][CH2:25][CH2:26][CH3:27])=[O:23])[C:13]=2[CH2:12][NH:11][C:10]1=[O:36].Cl.[Cl:38][CH2:39][CH2:40][CH2:41][NH2:42].C(N(CC)CC)C. The catalyst is CN(C=O)C. The product is [Cl:38][CH2:39][CH2:40][CH2:41][NH:42][C:16]1[N:17]=[C:18]([C:19]2[CH:20]=[C:21]([CH:28]=[CH:29][C:30]=2[CH3:31])[C:22]([NH:24][CH2:25][CH2:26][CH3:27])=[O:23])[C:13]2[CH2:12][NH:11][C:10](=[O:36])[N:9]([C:3]3[C:2]([F:1])=[CH:7][CH:6]=[CH:5][C:4]=3[F:8])[C:14]=2[N:15]=1. The yield is 0.470. (5) The reactants are [Cl:1][C:2]1[C:7]([C:8]([O:10]CC)=[O:9])=[C:6]([Cl:13])[CH:5]=[C:4]([CH3:14])[N:3]=1.[OH-].[Na+].OS(O)(=O)=O. The catalyst is O.CO. The product is [Cl:1][C:2]1[C:7]([C:8]([OH:10])=[O:9])=[C:6]([Cl:13])[CH:5]=[C:4]([CH3:14])[N:3]=1. The yield is 0.660.